From a dataset of Retrosynthesis with 50K atom-mapped reactions and 10 reaction types from USPTO. Predict the reactants needed to synthesize the given product. (1) Given the product Cc1cc(C)c2nc(C)n(Cc3ccc(NCC4CCN(C5CCN(C)CC5)CC4)cc3)c2n1, predict the reactants needed to synthesize it. The reactants are: CN1CCC(=O)CC1.Cc1cc(C)c2nc(C)n(Cc3ccc(NCC4CCNCC4)cc3)c2n1. (2) Given the product CCOc1cc(-c2ccc(F)cc2)c(C2CC2)cc1CN1CCC(N2CCc3nc(C4CC4)c(C(=O)O)cc3C2=O)CC1, predict the reactants needed to synthesize it. The reactants are: CCOc1cc(-c2ccc(F)cc2)c(C2CC2)cc1CN1CCC(N2CCc3nc(C4CC4)c(C(=O)OC)cc3C2=O)CC1. (3) Given the product CC(C)CC(C(=O)O)n1ccc(C(F)(F)F)n1, predict the reactants needed to synthesize it. The reactants are: CCOC(=O)C(CC(C)C)n1ccc(C(F)(F)F)n1. (4) The reactants are: N[C@H]1CO[C@@H](C(c2ccccc2)c2ccccc2)C[C@@H]1O.O=Cc1ccc2[nH]ccc2c1. Given the product O[C@H]1C[C@H](C(c2ccccc2)c2ccccc2)OC[C@@H]1NCc1ccc2[nH]ccc2c1, predict the reactants needed to synthesize it. (5) The reactants are: Cc1ccn2c(-c3ccc4cccc(O[Si](C)(C)C(C)(C)C)c4n3)nnc2c1. Given the product Cc1ccn2c(-c3ccc4cccc(O)c4n3)nnc2c1, predict the reactants needed to synthesize it. (6) Given the product CC(C)CNC[C@H](NC(=O)OC(C)(C)C)c1ccccc1, predict the reactants needed to synthesize it. The reactants are: CC(C)(C)OC(=O)N[C@@H](CN)c1ccccc1.CC(C)C=O.